Task: Regression. Given two drug SMILES strings and cell line genomic features, predict the synergy score measuring deviation from expected non-interaction effect.. Dataset: NCI-60 drug combinations with 297,098 pairs across 59 cell lines Drug 1: C1CC(=O)NC(=O)C1N2C(=O)C3=CC=CC=C3C2=O. Drug 2: CC12CCC3C(C1CCC2OP(=O)(O)O)CCC4=C3C=CC(=C4)OC(=O)N(CCCl)CCCl.[Na+]. Cell line: SNB-19. Synergy scores: CSS=-4.94, Synergy_ZIP=5.04, Synergy_Bliss=6.38, Synergy_Loewe=-4.21, Synergy_HSA=-2.93.